From a dataset of Full USPTO retrosynthesis dataset with 1.9M reactions from patents (1976-2016). Predict the reactants needed to synthesize the given product. Given the product [NH2:23][C:21]([C:16]1[CH:17]=[N:18][C:19]2[C:14]([C:15]=1[NH:29][C:30]1[CH:31]=[C:32]([C:45]([O:47][CH2:48][CH3:49])=[O:46])[CH:33]=[C:34]([C:36]3[C:41]([O:42][CH3:43])=[CH:40][CH:39]=[CH:38][C:37]=3[F:44])[CH:35]=1)=[CH:13][CH:12]=[C:11]([C:6]1[C:7]([O:9][CH3:10])=[N:8][C:3]([O:2][CH3:1])=[N:4][CH:5]=1)[CH:20]=2)=[O:22], predict the reactants needed to synthesize it. The reactants are: [CH3:1][O:2][C:3]1[N:8]=[C:7]([O:9][CH3:10])[C:6]([C:11]2[CH:20]=[C:19]3[C:14]([C:15](Cl)=[C:16]([C:21]([NH2:23])=[O:22])[CH:17]=[N:18]3)=[CH:13][CH:12]=2)=[CH:5][N:4]=1.C(O)(=O)C.[NH2:29][C:30]1[CH:31]=[C:32]([C:45]([O:47][CH2:48][CH3:49])=[O:46])[CH:33]=[C:34]([C:36]2[C:41]([O:42][CH3:43])=[CH:40][CH:39]=[CH:38][C:37]=2[F:44])[CH:35]=1.[OH-].[Na+].